Dataset: Peptide-MHC class II binding affinity with 134,281 pairs from IEDB. Task: Regression. Given a peptide amino acid sequence and an MHC pseudo amino acid sequence, predict their binding affinity value. This is MHC class II binding data. The peptide sequence is HDIYIVMPVFIIKR. The MHC is DRB1_0401 with pseudo-sequence DRB1_0401. The binding affinity (normalized) is 0.298.